Dataset: Reaction yield outcomes from USPTO patents with 853,638 reactions. Task: Predict the reaction yield, written as a fraction of the theoretical maximum amount of product (1.0 means a 100% yield; for example, 0.34 means a 34% yield). (1) The reactants are O=C1C2C(=CC=CC=2)C(=O)[N:3]1[CH2:12][CH2:13][CH2:14][N:15]1[CH:20]=[C:19]([F:21])[CH:18]=[C:17]([C@H:22]2[CH2:26][CH2:25][CH2:24][N:23]2[C:27]2[CH:32]=[CH:31][N:30]3[N:33]=[CH:34][C:35]([C:36]([O:38][CH2:39][CH3:40])=[O:37])=[C:29]3[N:28]=2)[C:16]1=[O:41].CO.C1COCC1.NN.O. The catalyst is O. The product is [NH2:3][CH2:12][CH2:13][CH2:14][N:15]1[CH:20]=[C:19]([F:21])[CH:18]=[C:17]([C@H:22]2[CH2:26][CH2:25][CH2:24][N:23]2[C:27]2[CH:32]=[CH:31][N:30]3[N:33]=[CH:34][C:35]([C:36]([O:38][CH2:39][CH3:40])=[O:37])=[C:29]3[N:28]=2)[C:16]1=[O:41]. The yield is 0.720. (2) The reactants are [NH2:1][C:2]1[N:3]=[CH:4][C:5]([C:18]2[CH:19]=[N:20][N:21]([CH2:23][C:24](O)=[O:25])[CH:22]=2)=[N:6][C:7]=1[NH:8][CH2:9][C:10]1[C:15]([Cl:16])=[CH:14][CH:13]=[CH:12][C:11]=1[Cl:17].C(Cl)CCl.C1C=CC2N(O)N=NC=2C=1.[NH2:41][CH:42]1[CH2:47][CH2:46][N:45]([C:48]([O:50][C:51]([CH3:54])([CH3:53])[CH3:52])=[O:49])[C@@H:44]([C:55]([O:57][C:58]([CH3:61])([CH3:60])[CH3:59])=[O:56])[CH2:43]1. The catalyst is CN(C=O)C.CCOC(C)=O. The product is [NH2:1][C:2]1[N:3]=[CH:4][C:5]([C:18]2[CH:19]=[N:20][N:21]([CH2:23][C:24]([NH:41][CH:42]3[CH2:47][CH2:46][N:45]([C:48]([O:50][C:51]([CH3:52])([CH3:53])[CH3:54])=[O:49])[C@@H:44]([C:55]([O:57][C:58]([CH3:61])([CH3:60])[CH3:59])=[O:56])[CH2:43]3)=[O:25])[CH:22]=2)=[N:6][C:7]=1[NH:8][CH2:9][C:10]1[C:15]([Cl:16])=[CH:14][CH:13]=[CH:12][C:11]=1[Cl:17]. The yield is 0.870. (3) The reactants are Br[C:2]1[N:7]=[C:6]([C:8]([O:10][CH3:11])=[O:9])[CH:5]=[CH:4][CH:3]=1.[CH2:12]([O:19][C:20]1[C:21]([F:30])=[C:22](B(O)O)[C:23]([F:26])=[CH:24][CH:25]=1)[C:13]1[CH:18]=[CH:17][CH:16]=[CH:15][CH:14]=1. No catalyst specified. The product is [CH2:12]([O:19][C:20]1[C:21]([F:30])=[C:22]([C:2]2[N:7]=[C:6]([C:8]([O:10][CH3:11])=[O:9])[CH:5]=[CH:4][CH:3]=2)[C:23]([F:26])=[CH:24][CH:25]=1)[C:13]1[CH:14]=[CH:15][CH:16]=[CH:17][CH:18]=1. The yield is 0.950. (4) The yield is 0.380. The product is [CH3:1][C:2]1[C:6]([N+:7]([O-:9])=[O:8])=[CH:5][N:4]([CH2:11][C:12]#[N:13])[N:3]=1. The reactants are [CH3:1][C:2]1[C:6]([N+:7]([O-:9])=[O:8])=[CH:5][NH:4][N:3]=1.Br[CH2:11][C:12]#[N:13].C([O-])([O-])=O.[K+].[K+].CCOC(C)=O. The catalyst is CN(C=O)C. (5) The reactants are N[C:2]1[CH:7]=[CH:6][CH:5]=[CH:4][C:3]=1[S:8]([NH:11][C:12]1[CH:13]=[CH:14][C:15]([CH3:22])=[C:16]2[C:21]=1[N:20]=[CH:19][CH:18]=[CH:17]2)(=[O:10])=[O:9].N(OC(C)(C)C)=O.C(O)(=O)C. The catalyst is C1COCC1. The product is [CH3:22][C:15]1[CH:14]=[C:13]2[C:12](=[C:21]3[C:16]=1[CH:17]=[CH:18][CH:19]=[N:20]3)[NH:11][S:8](=[O:10])(=[O:9])[C:3]1[C:4]2=[CH:5][CH:6]=[CH:7][CH:2]=1. The yield is 0.530. (6) The reactants are [Cl:1][C:2]1[C:3]([C:22]2[C:27]([CH3:28])=[CH:26][C:25]([CH3:29])=[CH:24][N:23]=2)=[N:4][C:5]([N:8]2[CH2:13][CH2:12][CH:11]([NH:14]C(=O)OC(C)(C)C)[CH2:10][CH2:9]2)=[CH:6][CH:7]=1.Cl. The catalyst is CO. The product is [Cl:1][C:2]1[C:3]([C:22]2[C:27]([CH3:28])=[CH:26][C:25]([CH3:29])=[CH:24][N:23]=2)=[N:4][C:5]([N:8]2[CH2:13][CH2:12][CH:11]([NH2:14])[CH2:10][CH2:9]2)=[CH:6][CH:7]=1. The yield is 0.990. (7) The reactants are N.CO.[Br:4][C:5]1[CH:6]=[C:7]2[C:11](=[C:12]([C:14](O)=[O:15])[CH:13]=1)[NH:10][CH:9]=[C:8]2[CH2:17][CH:18]1[CH2:23][CH2:22][CH2:21][S:20](=[O:25])(=[O:24])[CH2:19]1.C[N:27](C(ON1N=NC2C=CC=CC1=2)=[N+](C)C)C.[B-](F)(F)(F)F. The catalyst is C(Cl)Cl. The product is [Br:4][C:5]1[CH:6]=[C:7]2[C:11](=[C:12]([C:14]([NH2:27])=[O:15])[CH:13]=1)[NH:10][CH:9]=[C:8]2[CH2:17][CH:18]1[CH2:23][CH2:22][CH2:21][S:20](=[O:25])(=[O:24])[CH2:19]1. The yield is 0.725.